From a dataset of Forward reaction prediction with 1.9M reactions from USPTO patents (1976-2016). Predict the product of the given reaction. (1) The product is: [CH2:1]([O:29][C:21]1[CH:22]=[C:23]([C:24]([O:26][CH2:27][CH3:28])=[O:25])[N:19]([CH2:18][CH2:17][NH:16][C:14]([O:13][C:9]([CH3:10])([CH3:12])[CH3:11])=[O:15])[N:20]=1)[C:2]1[CH:7]=[CH:6][CH:5]=[CH:4][CH:3]=1. Given the reactants [CH2:1](Br)[C:2]1[CH:7]=[CH:6][CH:5]=[CH:4][CH:3]=1.[C:9]([O:13][C:14]([NH:16][CH2:17][CH2:18][N:19]1[C:23]([C:24]([O:26][CH2:27][CH3:28])=[O:25])=[CH:22][C:21]([OH:29])=[N:20]1)=[O:15])([CH3:12])([CH3:11])[CH3:10].C([O-])([O-])=O.[Cs+].[Cs+], predict the reaction product. (2) Given the reactants [N:1]1[CH:6]=[CH:5][C:4](/[C:7](/[C:14]2[CH:19]=[CH:18][C:17]([C:20]([F:23])([F:22])[F:21])=[CH:16][CH:15]=2)=[CH:8]\[CH:9]=[CH:10]\[C:11]([OH:13])=O)=[CH:3][CH:2]=1.[NH2:24][C:25]1[CH:34]=[CH:33][CH:32]=[C:31]2[C:26]=1[CH2:27][CH:28]([OH:36])[C:29](=[O:35])[NH:30]2.CCN=C=NCCCN(C)C.Cl.C1C=CC2N(O)N=NC=2C=1.C(=O)([O-])O.[Na+], predict the reaction product. The product is: [OH:36][CH:28]1[CH2:27][C:26]2[C:31](=[CH:32][CH:33]=[CH:34][C:25]=2[NH:24][C:11](=[O:13])/[CH:10]=[CH:9]/[CH:8]=[C:7](\[C:4]2[CH:3]=[CH:2][N:1]=[CH:6][CH:5]=2)/[C:14]2[CH:15]=[CH:16][C:17]([C:20]([F:23])([F:22])[F:21])=[CH:18][CH:19]=2)[NH:30][C:29]1=[O:35]. (3) Given the reactants Br[C:2]1[CH:3]=[C:4]([C:8]2[CH:13]=[C:12]([NH:14][CH3:15])[N:11]=[C:10]([C:16]3[CH:21]=[CH:20][CH:19]=[CH:18][N:17]=3)[CH:9]=2)[CH:5]=[N:6][CH:7]=1.C(=O)([O-])[O-].[K+].[K+].C(N(CC)CC)C.[CH3:35][N:36]1[C:40]([C:41]#[C:42][Si](C)(C)C)=[CH:39][N:38]=[CH:37]1, predict the reaction product. The product is: [CH3:15][NH:14][C:12]1[N:11]=[C:10]([C:16]2[CH:21]=[CH:20][CH:19]=[CH:18][N:17]=2)[CH:9]=[C:8]([C:4]2[CH:5]=[N:6][CH:7]=[C:2]([C:42]#[C:41][C:40]3[N:36]([CH3:35])[CH:37]=[N:38][CH:39]=3)[CH:3]=2)[CH:13]=1. (4) Given the reactants [Cl:1][C:2]1[CH:10]=[C:9]2[C:5]([C:6]([CH2:17][C:18]3[CH:19]=[C:20]([CH:25]=[CH:26][CH:27]=3)[C:21]([O:23][CH3:24])=[O:22])=[C:7]([C:11]3[CH:16]=[CH:15][CH:14]=[CH:13][CH:12]=3)[NH:8]2)=[CH:4][CH:3]=1.[H-].[Na+].[CH3:30]I.O, predict the reaction product. The product is: [Cl:1][C:2]1[CH:10]=[C:9]2[C:5]([C:6]([CH2:17][C:18]3[CH:19]=[C:20]([CH:25]=[CH:26][CH:27]=3)[C:21]([O:23][CH3:24])=[O:22])=[C:7]([C:11]3[CH:12]=[CH:13][CH:14]=[CH:15][CH:16]=3)[N:8]2[CH3:30])=[CH:4][CH:3]=1. (5) Given the reactants C1(CN2C(=O)C(CCCN3CCN(C)CC3)=CC(C3C=CC(OC)=C(F)C=3)=N2)CC1.[F:31][C:32]1[CH:37]=[CH:36][C:35]([C:38]2[CH:39]=[C:40]([C:45]([O:47]C)=[O:46])[C:41](=[O:44])[NH:42][N:43]=2)=[CH:34][C:33]=1[CH3:49].CS(O[CH2:55][CH2:56][CH2:57][C:58]1[CH:63]=[CH:62][C:61]([Cl:64])=[CH:60][CH:59]=1)(=O)=O.FC1C=C(F)C=CC=1C1C=C(COS(C)(=O)=O)C(=O)N(CC(C)C)N=1, predict the reaction product. The product is: [C:45]([C:40]1[C:41](=[O:44])[N:42]([CH2:55][CH2:56][CH2:57][C:58]2[CH:63]=[CH:62][C:61]([Cl:64])=[CH:60][CH:59]=2)[N:43]=[C:38]([C:35]2[CH:36]=[CH:37][C:32]([F:31])=[C:33]([CH3:49])[CH:34]=2)[CH:39]=1)([OH:47])=[O:46]. (6) Given the reactants [NH2:1][NH:2][C:3]([C:5]1[CH:10]=[CH:9][C:8]([C:11]([F:14])([F:13])[F:12])=[CH:7][N:6]=1)=[NH:4].[Br:15][C:16]1[CH:17]=[CH:18][C:19]([O:24][CH3:25])=[C:20]([CH:23]=1)[CH:21]=O, predict the reaction product. The product is: [Br:15][C:16]1[CH:17]=[CH:18][C:19]([O:24][CH3:25])=[C:20]([C:21]2[NH:1][N:2]=[C:3]([C:5]3[CH:10]=[CH:9][C:8]([C:11]([F:12])([F:13])[F:14])=[CH:7][N:6]=3)[N:4]=2)[CH:23]=1.